This data is from Forward reaction prediction with 1.9M reactions from USPTO patents (1976-2016). The task is: Predict the product of the given reaction. (1) Given the reactants [NH2:1][CH:2]([CH2:6][S:7][CH2:8][CH2:9]O)[C:3]([OH:5])=[O:4].[ClH:11], predict the reaction product. The product is: [ClH:11].[NH2:1][CH:2]([CH2:6][S:7][CH2:8][CH2:9][Cl:11])[C:3]([OH:5])=[O:4]. (2) Given the reactants P(Cl)(Cl)(Cl)=O.S(=O)(=O)(O)O.[Cl:11][C:12]1[N:20]=[CH:19][C:18]([S:21](=[O:32])(=[O:31])[NH:22][C:23]2[CH:28]=[C:27]([F:29])[CH:26]=[C:25]([F:30])[CH:24]=2)=[CH:17][C:13]=1[C:14]([NH2:16])=O, predict the reaction product. The product is: [Cl:11][C:12]1[N:20]=[CH:19][C:18]([S:21]([NH:22][C:23]2[CH:24]=[C:25]([F:30])[CH:26]=[C:27]([F:29])[CH:28]=2)(=[O:32])=[O:31])=[CH:17][C:13]=1[C:14]#[N:16]. (3) Given the reactants [CH2:1]([O:3][C:4](=[O:22])[C:5]1[C:10]([NH:11][C:12]2[CH:17]=[CH:16][C:15]([CH2:18][CH3:19])=[CH:14][C:13]=2[F:20])=[CH:9][C:8](Cl)=[N:7][CH:6]=1)[CH3:2].S([O:28][CH3:29])(OC)(=O)=O, predict the reaction product. The product is: [CH2:1]([O:3][C:4]([C:5]1[C:10]([NH:11][C:12]2[CH:17]=[CH:16][C:15]([CH2:18][CH3:19])=[CH:14][C:13]=2[F:20])=[CH:9][C:29](=[O:28])[N:7]([CH3:8])[CH:6]=1)=[O:22])[CH3:2]. (4) Given the reactants [Li]CCCC.CN(CCN(C)C)C.[CH:14]([Si:17]([CH:30]([CH3:32])[CH3:31])([CH:27]([CH3:29])[CH3:28])[O:18][C:19]1[CH:24]=[CH:23][CH:22]=[CH:21][C:20]=1[O:25][CH3:26])([CH3:16])[CH3:15].C1C[O:36][CH2:35]C1, predict the reaction product. The product is: [CH3:26][O:25][C:20]1[C:19]([O:18][Si:17]([CH:14]([CH3:16])[CH3:15])([CH:27]([CH3:29])[CH3:28])[CH:30]([CH3:32])[CH3:31])=[C:24]([CH:23]=[CH:22][CH:21]=1)[CH:35]=[O:36]. (5) Given the reactants [NH2:1][C:2]1[CH:3]=[C:4]2[C:8](=[CH:9][CH:10]=1)[NH:7][N:6]=[C:5]2[C:11]1[NH:12][C:13]2[C:14]([N:27]=1)=[CH:15][C:16]1[C:17]([CH3:26])([CH3:25])[C:18](=[O:24])[N:19]([CH2:22][CH3:23])[C:20]=1[CH:21]=2.[C:28](N1C=CN=C1)(N1C=CN=C1)=[O:29].[C:40]([N:43]1[CH2:48][CH2:47][NH:46][CH2:45][CH2:44]1)(=[O:42])[CH3:41], predict the reaction product. The product is: [CH2:22]([N:19]1[C:20]2[CH:21]=[C:13]3[N:12]=[C:11]([C:5]4[C:4]5[C:8](=[CH:9][CH:10]=[C:2]([NH:1][C:28]([N:46]6[CH2:47][CH2:48][N:43]([C:40](=[O:42])[CH3:41])[CH2:44][CH2:45]6)=[O:29])[CH:3]=5)[NH:7][N:6]=4)[NH:27][C:14]3=[CH:15][C:16]=2[C:17]([CH3:26])([CH3:25])[C:18]1=[O:24])[CH3:23]. (6) Given the reactants [Cl:1][C:2]1[CH:3]=[C:4]([CH:18]=[C:19]([NH:21][S:22]([CH3:25])(=[O:24])=[O:23])[CH:20]=1)[C:5]([NH:7][CH2:8][C:9]1[CH:14]=[CH:13][C:12]([C:15]#[N:16])=[CH:11][C:10]=1[OH:17])=[O:6].C(=O)([O-])[O-:27].[Cs+].[Cs+].I[CH2:33][C:34]([NH2:36])=[O:35].[C:37](#[N:39])[CH3:38], predict the reaction product. The product is: [C:34]([CH2:33][O:17][C:10]1[CH:11]=[C:12]([C:15]#[N:16])[CH:13]=[CH:14][C:9]=1[CH2:8][NH:7][C:5](=[O:6])[C:4]1[CH:3]=[C:2]([Cl:1])[CH:20]=[C:19]([N:21]([CH2:38][C:37](=[O:27])[NH2:39])[S:22]([CH3:25])(=[O:24])=[O:23])[CH:18]=1)(=[O:35])[NH2:36]. (7) Given the reactants [CH:1]1([NH2+:7]C2CCCCC2)CC[CH2:4][CH2:3][CH2:2]1.[CH2:14]([C@H:18]1[O:20][C@@H:19]1[C:21]([O-:23])=O)[CH2:15][CH2:16][CH3:17].C(Cl)(=O)C(C)(C)C.C(N)CCC, predict the reaction product. The product is: [CH2:1]([NH:7][C:21]([C@@H:19]1[C@@H:18]([CH2:14][CH2:15][CH2:16][CH3:17])[O:20]1)=[O:23])[CH2:2][CH2:3][CH3:4]. (8) Given the reactants [N:1]1[C:2]([C:10]([OH:12])=O)=[CH:3][N:4]2[C:9]=1[CH:8]=[CH:7][CH:6]=[N:5]2.CCN(C(C)C)C(C)C.Cl.C(N=C=NCCCN(C)C)C.OC1C2N=NNC=2C=CC=1.Cl.[CH3:45][NH:46][O:47][CH3:48], predict the reaction product. The product is: [CH3:48][O:47][N:46]([CH3:45])[C:10]([C:2]1[N:1]=[C:9]2[CH:8]=[CH:7][CH:6]=[N:5][N:4]2[CH:3]=1)=[O:12]. (9) Given the reactants Br.Br[C:3]1[O:7][C:6]([C:8]2[C:9]([NH2:14])=[N:10][CH:11]=[CH:12][CH:13]=2)=[CH:5][CH:4]=1.[C:15]1(B(O)O)[CH:20]=[CH:19][CH:18]=[CH:17][CH:16]=1, predict the reaction product. The product is: [C:15]1([C:3]2[O:7][C:6]([C:8]3[C:9]([NH2:14])=[N:10][CH:11]=[CH:12][CH:13]=3)=[CH:5][CH:4]=2)[CH:20]=[CH:19][CH:18]=[CH:17][CH:16]=1.